This data is from Reaction yield outcomes from USPTO patents with 853,638 reactions. The task is: Predict the reaction yield, written as a fraction of the theoretical maximum amount of product (1.0 means a 100% yield; for example, 0.34 means a 34% yield). (1) The reactants are CC(OC(/N=N/C(OC(C)C)=O)=O)C.Cl[C:16]1[C:25]2[C:20](=[CH:21][C:22]([CH2:26][OH:27])=[CH:23][CH:24]=2)[N:19]=[C:18]([CH3:28])[CH:17]=1.C1(P(C2C=CC=CC=2)C2C=CC=CC=2)C=CC=CC=1.[CH3:48][O:49][C:50]1[CH:55]=[CH:54][CH:53]=[CH:52][C:51]=1O.[NH:57]1[CH2:61][CH2:60][CH2:59][CH2:58]1.[C:62]([OH:67])(=[O:66])[C:63]([OH:65])=[O:64]. The catalyst is ClCCl.C(O)C. The product is [C:62]([OH:67])(=[O:66])[C:63]([OH:65])=[O:64].[CH3:48][O:49][C:50]1[CH:55]=[CH:54][CH:53]=[CH:52][C:51]=1[O:27][CH2:26][C:22]1[CH:21]=[C:20]2[C:25]([C:16]([N:57]3[CH2:61][CH2:60][CH2:59][CH2:58]3)=[CH:17][C:18]([CH3:28])=[N:19]2)=[CH:24][CH:23]=1. The yield is 0.430. (2) The reactants are Br[C:2]1[C:7]([CH:8]=[O:9])=[CH:6][CH:5]=[CH:4][N:3]=1.[CH3:10][O:11][C:12]1[CH:17]=[CH:16][C:15]([C:18]#[CH:19])=[CH:14][CH:13]=1. The catalyst is C(N(CC)CC)C.[Cu]I. The product is [CH3:10][O:11][C:12]1[CH:17]=[CH:16][C:15]([C:18]#[C:19][C:2]2[C:7]([CH:8]=[O:9])=[CH:6][CH:5]=[CH:4][N:3]=2)=[CH:14][CH:13]=1. The yield is 0.990. (3) The reactants are N1([C:6]([N:8]2[CH:12]=[CH:11][N:10]=C2)=[S:7])C=CN=C1.N1C=CN=C1.[CH3:18][O:19][C:20]1[C:21]([N:33]2[CH2:38][CH2:37][O:36][CH2:35][CH2:34]2)=[N:22][C:23]([C:26]2[CH:31]=[CH:30][C:29]([NH2:32])=[CH:28][CH:27]=2)=[N:24][CH:25]=1.[C:39]1(N)[C:40](N)=CC=[CH:43][CH:44]=1. The catalyst is C(Cl)Cl.CC#N. The product is [NH2:10][C:11]1[CH:43]=[CH:44][CH:39]=[CH:40][C:12]=1[NH:8][C:6]([NH:32][C:29]1[CH:30]=[CH:31][C:26]([C:23]2[N:22]=[C:21]([N:33]3[CH2:38][CH2:37][O:36][CH2:35][CH2:34]3)[C:20]([O:19][CH3:18])=[CH:25][N:24]=2)=[CH:27][CH:28]=1)=[S:7]. The yield is 0.702. (4) The reactants are [NH:1]1[C:5]2[CH:6]=[CH:7][CH:8]=[C:9]([C:10]([OH:12])=[O:11])[C:4]=2[N:3]=[CH:2]1.Cl.C(=O)([O-])[O-].[K+].[K+].[CH2:20](O)[CH3:21]. The product is [NH:1]1[C:5]2[CH:6]=[CH:7][CH:8]=[C:9]([C:10]([O:12][CH2:20][CH3:21])=[O:11])[C:4]=2[N:3]=[CH:2]1. The yield is 0.610. No catalyst specified. (5) The reactants are [F:1][C:2]1[CH:3]=[CH:4][C:5]2[O:11][CH2:10][CH2:9][N:8]3[CH:12]=[C:13]([C:15]([NH2:17])=O)[N:14]=[C:7]3[C:6]=2[CH:18]=1.CO[C:21](OC)([N:23](C)C)[CH3:22].C1(C)C=CC=CC=1.Cl.[CH:36]([NH:39]N)([CH3:38])[CH3:37]. No catalyst specified. The product is [F:1][C:2]1[CH:3]=[CH:4][C:5]2[O:11][CH2:10][CH2:9][N:8]3[CH:12]=[C:13]([C:15]4[N:39]([CH:36]([CH3:38])[CH3:37])[N:23]=[C:21]([CH3:22])[N:17]=4)[N:14]=[C:7]3[C:6]=2[CH:18]=1. The yield is 0.260.